Dataset: Forward reaction prediction with 1.9M reactions from USPTO patents (1976-2016). Task: Predict the product of the given reaction. (1) The product is: [F:41][C:42]([F:65])([F:66])[C:43]1[CH:44]=[C:45]([C:49]([C:55]2[CH:60]=[CH:59][CH:58]=[C:57]([C:61]([F:64])([F:62])[F:63])[CH:56]=2)([CH:50]2[CH:51]=[CH:52][CH:53]=[CH:54]2)[C:7]2([CH3:30])[C:6]3[C:5]([CH3:23])([CH:12]4[CH2:13][CH2:14][CH:15]=[CH:16][C:11]4=[C:10]4[C:18]=3[CH2:17][C:19]3[CH:20]=[CH:21][CH:22]=[CH:8][C:9]4=3)[C:4]([CH3:26])([CH3:25])[C:3]([CH3:28])([CH3:27])[C:2]2([CH3:1])[CH3:29])[CH:46]=[CH:47][CH:48]=1. Given the reactants [CH3:1][C:2]1([CH3:29])[CH:7]2[CH:8]3[CH2:22][CH2:21][CH:20]=[CH:19][C:9]3=[C:10]3[C:18]([CH2:17][C:16]4[CH:15]=[CH:14][CH:13]=[CH:12][C:11]3=4)=[C:6]2[C:5](C)([CH3:23])[C:4]([CH3:26])([CH3:25])[C:3]1([CH3:28])[CH3:27].[CH3:30]CCCCC.C([Li])CCC.[F:41][C:42]([F:66])([F:65])[C:43]1[CH:44]=[C:45]([C:49]([C:55]2[CH:60]=[CH:59][CH:58]=[C:57]([C:61]([F:64])([F:63])[F:62])[CH:56]=2)=[C:50]2[CH:54]=[CH:53][CH:52]=[CH:51]2)[CH:46]=[CH:47][CH:48]=1, predict the reaction product. (2) Given the reactants [Cl:1][C:2]1[C:7]([N+:8]([O-])=O)=[CH:6][CH:5]=[CH:4][N:3]=1.[C:11]([Mg]Br)([CH3:13])=[CH2:12].O1CCCC1, predict the reaction product. The product is: [Cl:1][C:2]1[N:3]=[CH:4][CH:5]=[C:6]2[CH:12]=[C:11]([CH3:13])[NH:8][C:7]=12. (3) Given the reactants [Cl:1][C:2]1[C:3]([O:11][CH2:12][CH:13]2[CH2:15][CH2:14]2)=[CH:4][C:5]([C:8]([OH:10])=O)=[N:6][CH:7]=1.[CH3:16][O:17][C:18](=[O:25])[CH:19]([CH3:24])[C:20]([NH2:23])([CH3:22])[CH3:21], predict the reaction product. The product is: [Cl:1][C:2]1[C:3]([O:11][CH2:12][CH:13]2[CH2:15][CH2:14]2)=[CH:4][C:5]([C:8]([NH:23][C:20]([CH3:22])([CH3:21])[CH:19]([CH3:24])[C:18]([O:17][CH3:16])=[O:25])=[O:10])=[N:6][CH:7]=1. (4) Given the reactants [C:1]1([C:7]23[CH2:14][CH2:13][C:10]([C:15](OCC)=[O:16])([CH2:11][CH2:12]2)[CH2:9][CH2:8]3)[CH:6]=[CH:5][CH:4]=[CH:3][CH:2]=1.Cl.[CH3:21][NH:22][O:23][CH3:24].C([Mg]Cl)(C)C, predict the reaction product. The product is: [CH3:24][O:23][N:22]([CH3:21])[C:15]([C:10]12[CH2:11][CH2:12][C:7]([C:1]3[CH:2]=[CH:3][CH:4]=[CH:5][CH:6]=3)([CH2:14][CH2:13]1)[CH2:8][CH2:9]2)=[O:16]. (5) The product is: [N+:1]([C:4]1[CH:9]=[CH:8][CH:7]=[C:6]([N+:10]([O-:12])=[O:11])[C:5]=1[NH:13][CH3:14])([O-:3])=[O:2]. Given the reactants [N+:1]([C:4]1[CH:9]=[CH:8][CH:7]=[C:6]([N+:10]([O-:12])=[O:11])[C:5]=1[NH:13][CH2:14]C)([O-:3])=[O:2].CN, predict the reaction product. (6) The product is: [CH:14]12[O:19][CH:17]([CH2:16][CH2:15]1)[CH2:18][N:12]([C:9]1[CH:10]=[C:11]3[C:6](=[CH:7][CH:8]=1)[N:5]([C:20](=[O:22])[CH3:21])[C@@H:4]([CH3:23])[C@H:3]([CH3:24])[C@H:2]3[NH:1][C:30]1[CH:35]=[CH:34][CH:33]=[CH:32][CH:31]=1)[CH2:13]2. Given the reactants [NH2:1][C@H:2]1[C:11]2[C:6](=[CH:7][CH:8]=[C:9]([N:12]3[CH2:18][C@H:17]4[O:19][C@H:14]([CH2:15][CH2:16]4)[CH2:13]3)[CH:10]=2)[N:5]([C:20](=[O:22])[CH3:21])[C@@H:4]([CH3:23])[C@@H:3]1[CH3:24].N[C@H]1[C:35]2[C:30](=[CH:31][CH:32]=[C:33](N3CC4OC(CC4)C3)[CH:34]=2)N(C(=O)C)[C@@H](C)[C@@H]1C.BrC1C=CC=CC=1.CN(C1C(C2C(P(C3CCCCC3)C3CCCCC3)=CC=CC=2)=CC=CC=1)C.CC(C)([O-])C.[Na+], predict the reaction product. (7) The product is: [Cl:29][C:25]1[CH:26]=[CH:27][C:28]2[C:13](=[O:14])[C:15]3=[N:16][CH:17]=[CH:18][CH:19]=[C:20]3[CH2:21][CH2:22][C:23]=2[CH:24]=1. Given the reactants P(Cl)(Cl)(Cl)=O.C1(N[C:13]([C:15]2[C:20]([CH2:21][CH2:22][C:23]3[CH:28]=[CH:27][CH:26]=[C:25]([Cl:29])[CH:24]=3)=[CH:19][CH:18]=[CH:17][N:16]=2)=[O:14])C=CC=CC=1.O, predict the reaction product. (8) The product is: [C:1]([O:5][C:6](=[O:26])[NH:7][C@H:8]([C:10]1[N:18]([CH:19]2[CH2:24][CH2:23][O:22][CH2:21][CH2:20]2)[C:13]2[CH:14]=[CH:15][CH:16]=[CH:17][C:12]=2[N:11]=1)[CH3:9])([CH3:4])([CH3:3])[CH3:2]. Given the reactants [C:1]([O:5][C:6](=[O:26])[NH:7][C@H:8]([C:10](=O)[NH:11][C:12]1[CH:17]=[CH:16][CH:15]=[CH:14][C:13]=1[NH:18][CH:19]1[CH2:24][CH2:23][O:22][CH2:21][CH2:20]1)[CH3:9])([CH3:4])([CH3:3])[CH3:2], predict the reaction product. (9) Given the reactants [Cl:1][C:2]1[CH:7]=[CH:6][CH:5]=[CH:4][C:3]=1[C@H:8]([O:10][C:11](=[O:27])[NH:12][C:13]1[C:14]([CH3:26])=[N:15][O:16][C:17]=1[C:18]1[CH:23]=[CH:22][C:21](Br)=[C:20]([F:25])[CH:19]=1)[CH3:9].[CH2:28]([O:30][C:31](=[O:48])[CH2:32][C:33]1[CH:38]=[CH:37][C:36](B2OC(C)(C)C(C)(C)O2)=[CH:35][CH:34]=1)[CH3:29], predict the reaction product. The product is: [CH2:28]([O:30][C:31](=[O:48])[CH2:32][C:33]1[CH:38]=[CH:37][C:36]([C:21]2[CH:22]=[CH:23][C:18]([C:17]3[O:16][N:15]=[C:14]([CH3:26])[C:13]=3[NH:12][C:11]([O:10][C@@H:8]([C:3]3[CH:4]=[CH:5][CH:6]=[CH:7][C:2]=3[Cl:1])[CH3:9])=[O:27])=[CH:19][C:20]=2[F:25])=[CH:35][CH:34]=1)[CH3:29].